Dataset: Peptide-MHC class II binding affinity with 134,281 pairs from IEDB. Task: Regression. Given a peptide amino acid sequence and an MHC pseudo amino acid sequence, predict their binding affinity value. This is MHC class II binding data. (1) The peptide sequence is NHVVAANALLFLMSF. The MHC is DRB1_0101 with pseudo-sequence DRB1_0101. The binding affinity (normalized) is 0.730. (2) The peptide sequence is GWGNGCGLFGKGSIV. The MHC is HLA-DQA10501-DQB10302 with pseudo-sequence HLA-DQA10501-DQB10302. The binding affinity (normalized) is 0.346.